Dataset: Experimentally validated miRNA-target interactions with 360,000+ pairs, plus equal number of negative samples. Task: Binary Classification. Given a miRNA mature sequence and a target amino acid sequence, predict their likelihood of interaction. (1) The miRNA is hsa-miR-492 with sequence AGGACCUGCGGGACAAGAUUCUU. The protein sequence of the target gene is MAAALFVLLGFALLGTHGASGAAGFVQAPLSQQRWVGGSVELHCEAVGSPVPEIQWWFEGQGPNDTCSQLWDGARLDRVHIHATYHQHAASTISIDTLVEEDTGTYECRASNDPDRNHLTRAPRVKWVRAQAVVLVLEPGTVFTTVEDLGSKILLTCSLNDSATEVTGHRWLKGGVVLKEDALPGQKTEFKVDSDDQWGEYSCVFLPEPMGTANIQLHGPPRVKAVKSSEHINEGETAMLVCKSESVPPVTDWAWYKITDSEDKALMNGSESRFFVSSSQGRSELHIENLNMEADPGQYR.... Result: 1 (interaction). (2) The miRNA is mmu-miR-1949 with sequence CUAUACCAGGAUGUCAGCAUAGUU. The protein sequence of the target gene is MGKRLDQPQMYPQYTYYCPQYLQTKQSYAPAPHPMAPPSPSTNSSSNSSGEQLSKTNLYIRGLPPGTTDQDLIKLCQPYGKIVSTKAILDKNTNQCKGYGFVDFDSPAAAQKAVASLKANGVQAQMAKQQEQDPTNLYISNLPISMDEQELENMLKPFGHVISTRILRDANGVSRGVGFARMESTEKCEVVIQHFNGKYLKTPPGIPAPSEPLLCKFADGGQKKRQGQSKHTQNGRPWPREGEAGMALTYDPTAALQNGFYSSPYSLATNRMIPQTSITPFIAASPVSTYQVQSTSWTPH.... Result: 1 (interaction).